Task: Predict the reaction yield, written as a fraction of the theoretical maximum amount of product (1.0 means a 100% yield; for example, 0.34 means a 34% yield).. Dataset: Reaction yield outcomes from USPTO patents with 853,638 reactions (1) The reactants are [CH3:1][CH:2]([OH:6])[CH2:3][CH2:4][CH3:5].F[C:8]1[CH:13]=[CH:12][CH:11]=[CH:10][C:9]=1[N+:14]([O-:16])=[O:15].[CH3:17][CH:18]([O:22][C:23]1[CH:29]=[CH:28][CH:27]=[CH:26][C:24]=1[NH2:25])[CH2:19][CH2:20][CH3:21].[NH2:30][C:31]1[S:32][CH:33]=[CH:34][N:35]=1. No catalyst specified. The product is [CH3:1][CH:2]([O:6][C:8]1[CH:13]=[CH:12][CH:11]=[CH:10][C:9]=1[N+:14]([O-:16])=[O:15])[CH2:3][CH2:4][CH3:5].[CH3:17][CH:18]([O:22][C:23]1[CH:29]=[CH:28][CH:27]=[CH:26][C:24]=1[NH:25][C:2]([NH:30][C:31]1[S:32][CH:33]=[CH:34][N:35]=1)=[O:6])[CH2:19][CH2:20][CH3:21]. The yield is 0.740. (2) The reactants are [Br:1][C:2]1[CH:7]=[CH:6][C:5]([C:8]([C:10]2[CH:15]=[CH:14][C:13]([OH:16])=[C:12]([F:17])[CH:11]=2)=O)=[CH:4][CH:3]=1.[CH3:18][C:19]1([CH3:28])[CH2:24][C:23]([CH3:26])([CH3:25])[CH2:22][C:21](=O)[CH2:20]1.C([O-])([O-])=O.[K+].[K+]. The catalyst is C1COCC1.[Zn].Cl[Ti](Cl)(Cl)Cl. The product is [Br:1][C:2]1[CH:7]=[CH:6][C:5]([C:8](=[C:21]2[CH2:22][C:23]([CH3:26])([CH3:25])[CH2:24][C:19]([CH3:28])([CH3:18])[CH2:20]2)[C:10]2[CH:15]=[CH:14][C:13]([OH:16])=[C:12]([F:17])[CH:11]=2)=[CH:4][CH:3]=1. The yield is 0.780. (3) The reactants are Cl[C:2]1[N:7]2[N:8]=[C:9]([CH3:11])[CH:10]=[C:6]2[N:5]=[C:4]([NH:12][C:13](=[O:24])[C:14]2[CH:19]=[CH:18][C:17]([C:20]([OH:23])([CH3:22])[CH3:21])=[CH:16][CH:15]=2)[CH:3]=1.[O:25]1[CH2:31][CH2:30][CH2:29][O:28][C:27]2[CH:32]=[C:33](B(O)O)[CH:34]=[CH:35][C:26]1=2.O1CCOCC1. The catalyst is CO.C1(P(C2C=CC=CC=2)[C-]2C=CC=C2)C=CC=CC=1.[C-]1(P(C2C=CC=CC=2)C2C=CC=CC=2)C=CC=C1.[Fe+2].Cl[Pd]Cl. The product is [O:25]1[CH2:31][CH2:30][CH2:29][O:28][C:27]2[CH:32]=[C:33]([C:2]3[N:7]4[N:8]=[C:9]([CH3:11])[CH:10]=[C:6]4[N:5]=[C:4]([NH:12][C:13](=[O:24])[C:14]4[CH:19]=[CH:18][C:17]([C:20]([OH:23])([CH3:22])[CH3:21])=[CH:16][CH:15]=4)[CH:3]=3)[CH:34]=[CH:35][C:26]1=2. The yield is 0.260. (4) The reactants are [F:1][C:2]1[CH:7]=[CH:6][CH:5]=[C:4](F)[C:3]=1[N+:9]([O-:11])=[O:10].[OH-:12].[K+].O.[CH3:15]O. No catalyst specified. The product is [F:1][C:2]1[CH:7]=[CH:6][CH:5]=[C:4]([O:12][CH3:15])[C:3]=1[N+:9]([O-:11])=[O:10]. The yield is 0.950. (5) The reactants are [OH:1][C:2]1[CH:9]=[CH:8][C:5]([CH:6]=[O:7])=[CH:4][CH:3]=1.Br[CH2:11][CH2:12][CH3:13].C([O-])([O-])=O.[K+].[K+]. The catalyst is CN(C=O)C.CCOC(C)=O. The product is [CH2:11]([O:1][C:2]1[CH:9]=[CH:8][C:5]([CH:6]=[O:7])=[CH:4][CH:3]=1)[CH2:12][CH3:13]. The yield is 0.823.